Dataset: Catalyst prediction with 721,799 reactions and 888 catalyst types from USPTO. Task: Predict which catalyst facilitates the given reaction. (1) Reactant: [N+:1]([C:4]1[CH:5]=[C:6]2[C:10](=[CH:11][CH:12]=1)[N:9]([C:13]1[CH:14]=[C:15]([CH:21]=[CH:22][CH:23]=1)[C:16]([O:18]CC)=[O:17])[CH:8]=[CH:7]2)([O-:3])=[O:2].[OH-].[Na+].C(O)C. Product: [N+:1]([C:4]1[CH:5]=[C:6]2[C:10](=[CH:11][CH:12]=1)[N:9]([C:13]1[CH:14]=[C:15]([CH:21]=[CH:22][CH:23]=1)[C:16]([OH:18])=[O:17])[CH:8]=[CH:7]2)([O-:3])=[O:2]. The catalyst class is: 7. (2) Reactant: C[O:2][C:3]([C:5]1[CH:10]=[N:9][C:8]([O:11][C:12]2[CH:17]=[CH:16][C:15]([CH:18]([CH3:33])[C:19]([OH:32])([C:24]3[CH:29]=[CH:28][C:27](=[O:30])[N:26]([CH3:31])[CH:25]=3)[C:20]([F:23])([F:22])[F:21])=[C:14]([Cl:34])[C:13]=2[Cl:35])=[CH:7][N:6]=1)=[O:4].[OH-].[Na+].Cl. Product: [Cl:35][C:13]1[C:14]([Cl:34])=[C:15]([CH:18]([CH3:33])[C:19]([OH:32])([C:24]2[CH:29]=[CH:28][C:27](=[O:30])[N:26]([CH3:31])[CH:25]=2)[C:20]([F:23])([F:21])[F:22])[CH:16]=[CH:17][C:12]=1[O:11][C:8]1[N:9]=[CH:10][C:5]([C:3]([OH:4])=[O:2])=[N:6][CH:7]=1. The catalyst class is: 1. (3) Reactant: [OH:1][CH:2]1[CH2:5][N:4]([C:6]([O:8][C:9]([CH3:12])([CH3:11])[CH3:10])=[O:7])[CH2:3]1.N(C(N1CCCCC1)=O)=NC(N1CCCCC1)=O.[F:31][C:32]([F:41])([F:40])[C:33]1[CH:38]=[CH:37][CH:36]=[CH:35][C:34]=1O.C(P(CCCC)CCCC)CCC.Cl. Product: [F:31][C:32]([F:41])([F:40])[C:33]1[CH:38]=[CH:37][CH:36]=[CH:35][C:34]=1[O:1][CH:2]1[CH2:3][N:4]([C:6]([O:8][C:9]([CH3:12])([CH3:11])[CH3:10])=[O:7])[CH2:5]1. The catalyst class is: 7.